Dataset: Full USPTO retrosynthesis dataset with 1.9M reactions from patents (1976-2016). Task: Predict the reactants needed to synthesize the given product. Given the product [Br:1][C:2]1[CH:10]=[CH:9][C:5]([C:6]([N:32]([O:33][CH3:12])[CH3:27])=[O:7])=[CH:4][C:3]=1[Cl:11], predict the reactants needed to synthesize it. The reactants are: [Br:1][C:2]1[CH:10]=[CH:9][C:5]([C:6](O)=[O:7])=[CH:4][C:3]=1[Cl:11].[CH3:12]CN=C=NCCCN(C)C.Cl.C1C=C[C:27]2[N:32]([OH:33])N=NC=2C=1.CCN(C(C)C)C(C)C.